From a dataset of Forward reaction prediction with 1.9M reactions from USPTO patents (1976-2016). Predict the product of the given reaction. (1) Given the reactants [Cl:1][C:2]1[N:6]([C:7]2[CH:12]=[CH:11][C:10]([C:13]3[CH:18]=[CH:17][CH:16]=[C:15]([O:19][CH3:20])[C:14]=3[OH:21])=[CH:9][CH:8]=2)[C:5]([C:22](OCC)=[O:23])=[C:4]([NH:27][C:28]([NH:30][C:31]2[CH:36]=[CH:35][CH:34]=[C:33]([C:37]([O:39]CC)=[O:38])[CH:32]=2)=[O:29])[CH:3]=1.[Na], predict the reaction product. The product is: [Cl:1][C:2]1[N:6]([C:7]2[CH:12]=[CH:11][C:10]([C:13]3[CH:18]=[CH:17][CH:16]=[C:15]([O:19][CH3:20])[C:14]=3[OH:21])=[CH:9][CH:8]=2)[C:5]2[C:22](=[O:23])[N:30]([C:31]3[CH:32]=[C:33]([CH:34]=[CH:35][CH:36]=3)[C:37]([OH:39])=[O:38])[C:28](=[O:29])[NH:27][C:4]=2[CH:3]=1. (2) Given the reactants [C:1]1([C:7]([NH2:39])(C(OC(C)(C)C)=O)[CH2:8][CH2:9][N:10]2[CH2:15][CH2:14][CH:13]([N:16]([CH2:30][CH3:31])[C:17](=[O:29])[CH2:18][C:19]3[CH:24]=[CH:23][C:22]([S:25]([CH3:28])(=[O:27])=[O:26])=[CH:21][CH:20]=3)[CH2:12][CH2:11]2)[CH:6]=[CH:5][CH:4]=[CH:3][CH:2]=1, predict the reaction product. The product is: [C:1]1([CH:7]([NH2:39])[CH2:8][CH2:9][N:10]2[CH2:11][CH2:12][CH:13]([N:16]([CH2:30][CH3:31])[C:17](=[O:29])[CH2:18][C:19]3[CH:24]=[CH:23][C:22]([S:25]([CH3:28])(=[O:26])=[O:27])=[CH:21][CH:20]=3)[CH2:14][CH2:15]2)[CH:2]=[CH:3][CH:4]=[CH:5][CH:6]=1. (3) Given the reactants [CH3:1][O:2][C:3]1[CH:4]=[C:5]2[C:9](=[CH:10][CH:11]=1)[N:8]([CH3:12])[CH:7]=[C:6]2[C:13]1[N:43](COCC[Si](C)(C)C)[C:16]2[N:17]=[CH:18][C:19]3[N:20]([C:21]([CH2:24][NH:25]C(=O)OCC4C5C=CC=CC=5C5C4=CC=CC=5)=[N:22][CH:23]=3)[C:15]=2[CH:14]=1.CCCC[N+](CCCC)(CCCC)CCCC.[F-].C(N)CN, predict the reaction product. The product is: [CH3:1][O:2][C:3]1[CH:4]=[C:5]2[C:9](=[CH:10][CH:11]=1)[N:8]([CH3:12])[CH:7]=[C:6]2[C:13]1[NH:43][C:16]2[N:17]=[CH:18][C:19]3[N:20]([C:21]([CH2:24][NH2:25])=[N:22][CH:23]=3)[C:15]=2[CH:14]=1. (4) Given the reactants [CH3:1][O:2][C:3](=[O:17])[C:4]1[CH:9]=[CH:8][CH:7]=[C:6]([N:10]2[CH2:15][CH2:14][C:13](=[O:16])[CH2:12][CH2:11]2)[CH:5]=1, predict the reaction product. The product is: [CH3:1][O:2][C:3](=[O:17])[C:4]1[CH:9]=[CH:8][CH:7]=[C:6]([N:10]2[CH2:15][CH2:14][C:13](=[O:16])[C:12](=[CH:6][N:10]([CH3:15])[CH3:11])[CH2:11]2)[CH:5]=1. (5) Given the reactants [CH3:1][N:2]1[CH2:15][CH2:14][C:5]2[NH:6][C:7]3[CH:8]=[CH:9][C:10]([CH3:13])=[CH:11][C:12]=3[C:4]=2[CH2:3]1.[H-].[Na+].[C:18]1([C:24]2([C:27]3[CH:32]=[CH:31][CH:30]=[CH:29][CH:28]=3)[CH2:26][O:25]2)[CH:23]=[CH:22][CH:21]=[CH:20][CH:19]=1, predict the reaction product. The product is: [CH3:1][N:2]1[CH2:15][CH2:14][C:5]2[N:6]([CH2:26][C:24]([C:27]3[CH:32]=[CH:31][CH:30]=[CH:29][CH:28]=3)([C:18]3[CH:23]=[CH:22][CH:21]=[CH:20][CH:19]=3)[OH:25])[C:7]3[CH:8]=[CH:9][C:10]([CH3:13])=[CH:11][C:12]=3[C:4]=2[CH2:3]1. (6) Given the reactants [Cl:1][C:2]1[CH:7]=[CH:6][C:5]([NH:8][C:9]2[O:13][C:12]([C:14]3[CH:19]=[CH:18][C:17]([OH:20])=[CH:16][CH:15]=3)=[N:11][N:10]=2)=[CH:4][CH:3]=1.C[Si]([N-][Si](C)(C)C)(C)C.[K+].Cl[C:32]1[N:37]=[C:36]([NH2:38])[N:35]=[C:34]([NH2:39])[CH:33]=1.C([O-])([O-])=O.[K+].[K+], predict the reaction product. The product is: [Cl:1][C:2]1[CH:3]=[CH:4][C:5]([NH:8][C:9]2[O:13][C:12]([C:14]3[CH:19]=[CH:18][C:17]([O:20][C:32]4[N:37]=[C:36]([NH2:38])[N:35]=[C:34]([NH2:39])[CH:33]=4)=[CH:16][CH:15]=3)=[N:11][N:10]=2)=[CH:6][CH:7]=1. (7) Given the reactants [C:1]([N:4]([CH3:38])[N:5]([C:13]1[CH:18]=[CH:17][C:16]([CH2:19][CH2:20][N:21]2[C:26](=[O:27])[C:25]3[S:28][C:29]([C:31]4[CH:36]=[CH:35][C:34]([Cl:37])=[CH:33][CH:32]=4)=[CH:30][C:24]=3[N:23]=[CH:22]2)=[CH:15][CH:14]=1)C(OC(C)(C)C)=O)(=[O:3])[CH3:2].FC(F)(F)C(O)=O, predict the reaction product. The product is: [Cl:37][C:34]1[CH:35]=[CH:36][C:31]([C:29]2[S:28][C:25]3[C:26](=[O:27])[N:21]([CH2:20][CH2:19][C:16]4[CH:17]=[CH:18][C:13]([NH:5][N:4]([CH3:38])[C:1](=[O:3])[CH3:2])=[CH:14][CH:15]=4)[CH:22]=[N:23][C:24]=3[CH:30]=2)=[CH:32][CH:33]=1. (8) Given the reactants [Br:1][CH2:2][CH2:3][CH2:4][CH2:5][C:6](Cl)=[O:7].[NH2:9][C:10]1[CH:11]=[C:12]2[C:17](=[CH:18][CH:19]=1)[N:16]=[CH:15][CH:14]=[CH:13]2.[OH-].[Na+], predict the reaction product. The product is: [N:16]1[C:17]2[C:12](=[CH:11][C:10]([NH:9][C:6](=[O:7])[CH2:5][CH2:4][CH2:3][CH2:2][Br:1])=[CH:19][CH:18]=2)[CH:13]=[CH:14][CH:15]=1.